The task is: Predict the product of the given reaction.. This data is from Forward reaction prediction with 1.9M reactions from USPTO patents (1976-2016). (1) Given the reactants B.O1CCCC1.[NH2:7][C:8]1[C:16]([Cl:17])=[CH:15][CH:14]=[CH:13][C:9]=1[C:10](O)=[O:11].[OH-].[Na+], predict the reaction product. The product is: [NH2:7][C:8]1[C:16]([Cl:17])=[CH:15][CH:14]=[CH:13][C:9]=1[CH2:10][OH:11]. (2) The product is: [CH2:1]1[C:9]2[C:4](=[CH:5][CH:6]=[CH:7][CH:8]=2)[C:3]([CH2:17][C:18]2[N:19]([CH3:23])[CH:20]=[CH:21][N:22]=2)=[CH:2]1. Given the reactants [CH2:1]1[C:9]2[C:4](=[CH:5][CH:6]=[CH:7][CH:8]=2)[CH:3]=[CH:2]1.C([Li])CCC.Cl.Cl[CH2:17][C:18]1[N:19]([CH3:23])[CH:20]=[CH:21][N:22]=1.Cl, predict the reaction product. (3) Given the reactants C([O-])([O-])=O.[Na+].[Na+].C(O)C.[C:10]([O:14][C:15]([N:17]1[C:25]2[C:20](=[CH:21][CH:22]=[CH:23][CH:24]=2)[CH:19]=[C:18]1B(O)O)=[O:16])([CH3:13])([CH3:12])[CH3:11].I[C:30]1[C:34]([C:35]([O:37][CH2:38][CH3:39])=[O:36])=[CH:33][N:32]([CH:40]2[CH2:45][CH2:44][CH2:43][CH2:42][O:41]2)[N:31]=1, predict the reaction product. The product is: [CH2:38]([O:37][C:35]([C:34]1[C:30]([C:18]2[N:17]([C:15]([O:14][C:10]([CH3:13])([CH3:12])[CH3:11])=[O:16])[C:25]3[C:20]([CH:19]=2)=[CH:21][CH:22]=[CH:23][CH:24]=3)=[N:31][N:32]([CH:40]2[CH2:45][CH2:44][CH2:43][CH2:42][O:41]2)[CH:33]=1)=[O:36])[CH3:39]. (4) Given the reactants Cl[CH2:2][CH2:3][CH2:4][C:5]([NH:7][C:8]1[C:9]([F:21])=[C:10]([CH:15]=[C:16]([N+:18]([O-:20])=[O:19])[CH:17]=1)[C:11]([O:13][CH3:14])=[O:12])=[O:6].[H-].[Na+], predict the reaction product. The product is: [F:21][C:9]1[C:8]([N:7]2[CH2:2][CH2:3][CH2:4][C:5]2=[O:6])=[CH:17][C:16]([N+:18]([O-:20])=[O:19])=[CH:15][C:10]=1[C:11]([O:13][CH3:14])=[O:12].